Dataset: Full USPTO retrosynthesis dataset with 1.9M reactions from patents (1976-2016). Task: Predict the reactants needed to synthesize the given product. (1) Given the product [CH3:15][C@@H:7]1[CH2:8][CH2:9][N:16]([C@@H:17]([CH3:20])[CH2:18][OH:19])[CH2:6]1, predict the reactants needed to synthesize it. The reactants are: CS(O[CH2:6][C@H:7]([CH3:15])[CH2:8][CH2:9]OS(C)(=O)=O)(=O)=O.[NH2:16][C@@H:17]([CH3:20])[CH2:18][OH:19]. (2) Given the product [C:29]([C:31]1[CH:36]=[CH:35][C:34]([CH2:37][C:38]([NH:1][C:2]2[CH:3]=[C:4]([C@@H:21]3[CH2:23][C@@H:22]3[C:24]([O:26][CH2:27][CH3:28])=[O:25])[CH:5]=[CH:6][C:7]=2[N:8]([CH:15]2[CH2:20][CH2:19][CH2:18][CH2:17][CH2:16]2)[CH2:9][CH2:10][C:11]([F:12])([F:13])[F:14])=[O:39])=[CH:33][CH:32]=1)#[N:30], predict the reactants needed to synthesize it. The reactants are: [NH2:1][C:2]1[CH:3]=[C:4]([C@@H:21]2[CH2:23][C@@H:22]2[C:24]([O:26][CH2:27][CH3:28])=[O:25])[CH:5]=[CH:6][C:7]=1[N:8]([CH:15]1[CH2:20][CH2:19][CH2:18][CH2:17][CH2:16]1)[CH2:9][CH2:10][C:11]([F:14])([F:13])[F:12].[C:29]([C:31]1[CH:36]=[CH:35][C:34]([CH2:37][C:38](O)=[O:39])=[CH:33][CH:32]=1)#[N:30].C(Cl)CCl.O.ON1C2C=CC=CC=2N=N1.CCN(C(C)C)C(C)C. (3) Given the product [NH2:13][C:14]1[CH:22]=[C:21]([Cl:23])[CH:20]=[CH:19][C:15]=1[C:16]([NH:3][CH3:2])=[O:17], predict the reactants needed to synthesize it. The reactants are: C1N=C[N:3](C(N2C=NC=C2)=O)[CH:2]=1.[NH2:13][C:14]1[CH:22]=[C:21]([Cl:23])[CH:20]=[CH:19][C:15]=1[C:16](O)=[O:17].CN. (4) Given the product [Cl:1][C:2]1[C:7]([C:8]([CH3:10])=[CH2:9])=[CH:6][C:5]([C:11]#[N:12])=[CH:4][C:3]=1[NH:13][C:14]1[N:19]=[C:18]([NH:20][CH:30]2[CH2:32][CH2:31]2)[C:17]2=[N:33][CH:34]=[C:35]([C:36]#[N:37])[N:16]2[N:15]=1, predict the reactants needed to synthesize it. The reactants are: [Cl:1][C:2]1[C:7]([C:8]([CH3:10])=[CH2:9])=[CH:6][C:5]([C:11]#[N:12])=[CH:4][C:3]=1[NH:13][C:14]1[N:19]=[C:18]([N:20]([CH:30]2[CH2:32][CH2:31]2)CC2C=CC(OC)=CC=2)[C:17]2=[N:33][CH:34]=[C:35]([C:36]#[N:37])[N:16]2[N:15]=1.C1(OC)C=CC=CC=1.C(O)(C(F)(F)F)=O. (5) Given the product [CH3:5][CH:4]([CH3:6])[C@H:3]([NH:7][C:8](=[O:14])[O:9][C:10]([CH3:13])([CH3:12])[CH3:11])[CH:2]=[O:1], predict the reactants needed to synthesize it. The reactants are: [OH:1][CH2:2][C@@H:3]([NH:7][C:8](=[O:14])[O:9][C:10]([CH3:13])([CH3:12])[CH3:11])[CH:4]([CH3:6])[CH3:5].[Cr](O[Cr]([O-])(=O)=O)([O-])(=O)=O.[NH+]1C=CC=CC=1.[NH+]1C=CC=CC=1. (6) Given the product [Br:1][C:5]1[C:4]([Cl:3])=[CH:10][C:8]([NH2:9])=[C:7]([CH3:11])[CH:6]=1, predict the reactants needed to synthesize it. The reactants are: [Br:1]Br.[Cl:3][C:4]1[CH:5]=[CH:6][C:7]([CH3:11])=[C:8]([CH:10]=1)[NH2:9]. (7) Given the product [OH:22][CH:27]([C:26]([OH:30])([CH3:29])[CH3:28])[CH2:4][O:5][N:6]1[C:14](=[O:15])[C:13]2[C:8](=[CH:9][CH:10]=[CH:11][CH:12]=2)[C:7]1=[O:16], predict the reactants needed to synthesize it. The reactants are: CC(C)=C[CH2:4][O:5][N:6]1[C:14](=[O:15])[C:13]2[C:8](=[CH:9][CH:10]=[CH:11][CH:12]=2)[C:7]1=[O:16].C[N+]1([O-])CC[O:22]CC1.[C:26]([OH:30])([CH3:29])([CH3:28])[CH3:27].C1COCC1.O. (8) Given the product [Cl:16][C:12]1[CH:13]=[C:14]2[C:9](=[CH:10][CH:11]=1)[N:8]([CH2:17][CH2:18][CH2:19][S:20]([CH2:23][CH3:24])(=[O:22])=[O:21])[C:7]([CH2:6][N:25]1[C:29]3=[CH:30][N:31]=[CH:32][CH:33]=[C:28]3[C:27]3([CH2:34][CH2:35]3)[C:26]1=[O:36])=[CH:15]2, predict the reactants needed to synthesize it. The reactants are: CS(O[CH2:6][C:7]1[N:8]([CH2:17][CH2:18][CH2:19][S:20]([CH2:23][CH3:24])(=[O:22])=[O:21])[C:9]2[C:14]([CH:15]=1)=[CH:13][C:12]([Cl:16])=[CH:11][CH:10]=2)(=O)=O.[NH:25]1[C:29]2=[CH:30][N:31]=[CH:32][CH:33]=[C:28]2[C:27]2([CH2:35][CH2:34]2)[C:26]1=[O:36].C(N=P1(N(CC)CC)N(C)CCCN1C)(C)(C)C. (9) Given the product [CH3:1][O:2][C:3]1[CH:4]=[C:5]2[C:10](=[CH:11][C:12]=1[O:13][CH3:14])[N:9]=[C:8]([C:15]1[CH:16]=[C:17]([O:25][CH3:26])[C:18]([O:23][CH3:24])=[C:19]([O:21][CH3:22])[CH:20]=1)[N:7]=[C:6]2[C:27]([OH:29])=[O:28], predict the reactants needed to synthesize it. The reactants are: [CH3:1][O:2][C:3]1[CH:4]=[C:5]2[C:10](=[CH:11][C:12]=1[O:13][CH3:14])[N:9]=[C:8]([C:15]1[CH:20]=[C:19]([O:21][CH3:22])[C:18]([O:23][CH3:24])=[C:17]([O:25][CH3:26])[CH:16]=1)[N:7]=[C:6]2[C:27]([O:29]C)=[O:28].O1CCCC1.[OH-].[Na+]. (10) Given the product [Cl:27][C:23]1[N:22]=[C:21]([N:18]2[CH2:19][CH2:20][NH:15][CH2:16][CH:17]2[CH2:28][CH3:29])[CH:26]=[N:25][CH:24]=1, predict the reactants needed to synthesize it. The reactants are: ClC(OC(Cl)C)=O.C([N:15]1[CH2:20][CH2:19][N:18]([C:21]2[CH:26]=[N:25][CH:24]=[C:23]([Cl:27])[N:22]=2)[CH:17]([CH2:28][CH3:29])[CH2:16]1)C1C=CC=CC=1.